Dataset: Reaction yield outcomes from USPTO patents with 853,638 reactions. Task: Predict the reaction yield, written as a fraction of the theoretical maximum amount of product (1.0 means a 100% yield; for example, 0.34 means a 34% yield). (1) The reactants are [Br:1][C:2]1[CH:3]=[C:4]2[C:9](=[CH:10][CH:11]=1)[C:8](=[O:12])[NH:7][C:6](=[O:13])/[C:5]/2=[CH:14]\[NH:15][CH2:16][C:17]1[CH:22]=[CH:21][C:20]([OH:23])=[C:19](O)[CH:18]=1.[CH2:37](C(Br)COCC(Br)[CH2:37][C:38]1[CH:43]=[CH:42][CH:41]=[CH:40][CH:39]=1)[C:38]1[CH:43]=[CH:42][CH:41]=[CH:40][CH:39]=1.[C:46]([O-:49])([O-])=O.[K+].[K+].CN(C)[CH:54]=[O:55]. The catalyst is [I-].C([N+](CCCC)(CCCC)CCCC)CCC. The product is [CH2:37]([O:55][CH2:54][CH2:46][O:49][C:20]1([OH:23])[CH:21]=[CH:22][C:17]([CH2:16][NH:15]/[CH:14]=[C:5]2\[C:6](=[O:13])[NH:7][C:8](=[O:12])[C:9]3[C:4]\2=[CH:3][C:2]([Br:1])=[CH:11][CH:10]=3)=[CH:18][CH2:19]1)[C:38]1[CH:39]=[CH:40][CH:41]=[CH:42][CH:43]=1. The yield is 0.0500. (2) The reactants are [O:1]1[CH2:6][CH2:5][CH2:4][CH2:3][CH:2]1[N:7]1[CH:11]=[CH:10][CH:9]=[N:8]1.C([Li])(C)(C)C.[C:17]([C:20]1[CH:32]=[CH:31][C:23]2[N:24]([CH2:28][O:29][CH3:30])[C:25](=[O:27])[S:26][C:22]=2[CH:21]=1)(=[O:19])[CH3:18].CCOC(C)=O. The catalyst is C1COCC1. The product is [OH:19][C:17]([C:20]1[CH:32]=[CH:31][C:23]2[N:24]([CH2:28][O:29][CH3:30])[C:25](=[O:27])[S:26][C:22]=2[CH:21]=1)([C:11]1[N:7]([CH:2]2[CH2:3][CH2:4][CH2:5][CH2:6][O:1]2)[N:8]=[CH:9][CH:10]=1)[CH3:18]. The yield is 0.840. (3) The reactants are Cl.[NH2+:2]1[CH2:7][CH2:6][CH2:5][C@@H:4]2[C:8]3[CH:9]=[CH:10][CH:11]=[CH:12][C:13]=3[CH2:14][C@@H:3]12.C(N(CC)CC)C.Br[CH2:23][CH2:24][CH3:25]. The catalyst is CN(C)C=O. The product is [CH2:23]([N:2]1[CH2:7][CH2:6][CH2:5][C@@H:4]2[C:8]3[CH:9]=[CH:10][CH:11]=[CH:12][C:13]=3[CH2:14][C@@H:3]12)[CH2:24][CH3:25]. The yield is 0.820. (4) The reactants are [NH2:1][CH2:2][CH2:3][CH2:4][O:5][C:6]1[CH:45]=[CH:44][C:9]([CH2:10][C@H:11]([NH:32][C:33](=[O:43])[O:34][C@@H:35]2[C@H:42]3[C@H:38]([O:39][CH2:40][CH2:41]3)[O:37][CH2:36]2)[C@H:12]([OH:31])[CH2:13][N:14]([S:19]([C:22]2[CH:30]=[CH:29][C:25]3[O:26][CH2:27][O:28][C:24]=3[CH:23]=2)(=[O:21])=[O:20])[CH2:15][CH:16]([CH3:18])[CH3:17])=[CH:8][CH:7]=1.[O:46]1[CH:50]=[CH:49][C:48]([C:51](O)=[O:52])=[CH:47]1.C(N(CC)C(C)C)(C)C.F[P-](F)(F)(F)(F)F.N1(OC(N(C)C)=[N+](C)C)C2N=CC=CC=2N=N1. The catalyst is CN(C=O)C. The product is [O:26]1[C:25]2[CH:29]=[CH:30][C:22]([S:19]([N:14]([CH2:15][CH:16]([CH3:17])[CH3:18])[CH2:13][C@@H:12]([OH:31])[C@@H:11]([NH:32][C:33](=[O:43])[O:34][C@@H:35]3[C@H:42]4[C@H:38]([O:39][CH2:40][CH2:41]4)[O:37][CH2:36]3)[CH2:10][C:9]3[CH:44]=[CH:45][C:6]([O:5][CH2:4][CH2:3][CH2:2][NH:1][C:51]([C:48]4[CH:49]=[CH:50][O:46][CH:47]=4)=[O:52])=[CH:7][CH:8]=3)(=[O:21])=[O:20])=[CH:23][C:24]=2[O:28][CH2:27]1. The yield is 0.750.